Dataset: Reaction yield outcomes from USPTO patents with 853,638 reactions. Task: Predict the reaction yield, written as a fraction of the theoretical maximum amount of product (1.0 means a 100% yield; for example, 0.34 means a 34% yield). (1) The reactants are [CH:1]1([C:4]2[N:5]=[CH:6][N:7]([C:9]3[C:14](F)=[CH:13][N:12]=[C:11]([C:16]([NH:18][C:19]4[N:20]=[C:21]([C:24]5[N:28]([CH:29]6[CH2:31][CH2:30]6)[CH:27]=[N:26][N:25]=5)[S:22][CH:23]=4)=[O:17])[CH:10]=3)[CH:8]=2)[CH2:3][CH2:2]1.C([O-])([O-])=O.[K+].[K+].[NH:38]1[CH2:43][CH2:42][O:41][CH2:40][CH2:39]1. The catalyst is CN(C=O)C. The product is [CH:1]1([C:4]2[N:5]=[CH:6][N:7]([C:9]3[C:14]([N:38]4[CH2:43][CH2:42][O:41][CH2:40][CH2:39]4)=[CH:13][N:12]=[C:11]([C:16]([NH:18][C:19]4[N:20]=[C:21]([C:24]5[N:28]([CH:29]6[CH2:31][CH2:30]6)[CH:27]=[N:26][N:25]=5)[S:22][CH:23]=4)=[O:17])[CH:10]=3)[CH:8]=2)[CH2:3][CH2:2]1. The yield is 0.750. (2) The reactants are [CH3:1][N:2]1[CH:7]=[CH:6][C:5]([C:8]2[CH:13]=[CH:12][N:11]=[CH:10][C:9]=2[NH:14][C:15](=[O:21])[O:16][C:17]([CH3:20])([CH3:19])[CH3:18])=[CH:4][C:3]1=[O:22]. The catalyst is C(O)C.[Pd]. The product is [CH3:1][N:2]1[CH2:7][CH2:6][CH:5]([C:8]2[CH:13]=[CH:12][N:11]=[CH:10][C:9]=2[NH:14][C:15](=[O:21])[O:16][C:17]([CH3:18])([CH3:20])[CH3:19])[CH2:4][C:3]1=[O:22]. The yield is 0.610. (3) The catalyst is C(O)(=O)C. The yield is 0.410. The reactants are Cl.[NH:2]([C:4]1[CH:12]=[CH:11][CH:10]=[CH:9][C:5]=1[C:6]([OH:8])=O)[NH2:3].[Cl:13][C:14]1[CH:19]=[CH:18][C:17]([CH:20]([C:23](=O)[C:24]([F:27])([F:26])[F:25])[C:21]#[N:22])=[CH:16][CH:15]=1. The product is [Cl:13][C:14]1[CH:19]=[CH:18][C:17]([C:20]2[C:23]([C:24]([F:25])([F:26])[F:27])=[N:3][N:2]3[C:4]4[C:5](=[CH:9][CH:10]=[CH:11][CH:12]=4)[C:6](=[O:8])[NH:22][C:21]=23)=[CH:16][CH:15]=1.